Task: Regression. Given two drug SMILES strings and cell line genomic features, predict the synergy score measuring deviation from expected non-interaction effect.. Dataset: NCI-60 drug combinations with 297,098 pairs across 59 cell lines (1) Drug 1: C1CN(CCN1C(=O)CCBr)C(=O)CCBr. Drug 2: CC(C)CN1C=NC2=C1C3=CC=CC=C3N=C2N. Cell line: EKVX. Synergy scores: CSS=15.4, Synergy_ZIP=2.35, Synergy_Bliss=3.05, Synergy_Loewe=4.41, Synergy_HSA=2.00. (2) Drug 1: CC(C1=C(C=CC(=C1Cl)F)Cl)OC2=C(N=CC(=C2)C3=CN(N=C3)C4CCNCC4)N. Drug 2: CS(=O)(=O)CCNCC1=CC=C(O1)C2=CC3=C(C=C2)N=CN=C3NC4=CC(=C(C=C4)OCC5=CC(=CC=C5)F)Cl. Cell line: SNB-19. Synergy scores: CSS=5.33, Synergy_ZIP=-0.741, Synergy_Bliss=-0.293, Synergy_Loewe=-1.82, Synergy_HSA=-0.614. (3) Drug 1: CNC(=O)C1=CC=CC=C1SC2=CC3=C(C=C2)C(=NN3)C=CC4=CC=CC=N4. Drug 2: CC1CCCC2(C(O2)CC(NC(=O)CC(C(C(=O)C(C1O)C)(C)C)O)C(=CC3=CSC(=N3)C)C)C. Cell line: SK-MEL-28. Synergy scores: CSS=-1.70, Synergy_ZIP=2.13, Synergy_Bliss=0.833, Synergy_Loewe=-9.49, Synergy_HSA=-4.05. (4) Drug 1: CC1=C2C(C(=O)C3(C(CC4C(C3C(C(C2(C)C)(CC1OC(=O)C(C(C5=CC=CC=C5)NC(=O)OC(C)(C)C)O)O)OC(=O)C6=CC=CC=C6)(CO4)OC(=O)C)OC)C)OC. Drug 2: C1CCN(CC1)CCOC2=CC=C(C=C2)C(=O)C3=C(SC4=C3C=CC(=C4)O)C5=CC=C(C=C5)O. Cell line: PC-3. Synergy scores: CSS=59.4, Synergy_ZIP=17.7, Synergy_Bliss=19.3, Synergy_Loewe=-14.3, Synergy_HSA=19.4. (5) Drug 1: CC1=C2C(C(=O)C3(C(CC4C(C3C(C(C2(C)C)(CC1OC(=O)C(C(C5=CC=CC=C5)NC(=O)OC(C)(C)C)O)O)OC(=O)C6=CC=CC=C6)(CO4)OC(=O)C)OC)C)OC. Drug 2: CC1C(C(CC(O1)OC2CC(CC3=C2C(=C4C(=C3O)C(=O)C5=C(C4=O)C(=CC=C5)OC)O)(C(=O)C)O)N)O.Cl. Cell line: MCF7. Synergy scores: CSS=53.3, Synergy_ZIP=4.82, Synergy_Bliss=4.80, Synergy_Loewe=3.40, Synergy_HSA=9.68. (6) Drug 1: CN(C)C1=NC(=NC(=N1)N(C)C)N(C)C. Drug 2: CC1=C(C(=O)C2=C(C1=O)N3CC4C(C3(C2COC(=O)N)OC)N4)N. Cell line: SK-MEL-5. Synergy scores: CSS=31.3, Synergy_ZIP=-3.08, Synergy_Bliss=-7.14, Synergy_Loewe=-68.6, Synergy_HSA=-10.5. (7) Drug 1: C1=CC=C(C=C1)NC(=O)CCCCCCC(=O)NO. Synergy scores: CSS=62.5, Synergy_ZIP=-2.16, Synergy_Bliss=-1.64, Synergy_Loewe=-7.25, Synergy_HSA=1.89. Cell line: HT29. Drug 2: CNC(=O)C1=NC=CC(=C1)OC2=CC=C(C=C2)NC(=O)NC3=CC(=C(C=C3)Cl)C(F)(F)F.